This data is from Full USPTO retrosynthesis dataset with 1.9M reactions from patents (1976-2016). The task is: Predict the reactants needed to synthesize the given product. (1) Given the product [F:1][C:2]1[CH:7]=[CH:6][C:5]([C:8]2[C:13]([N:14]3[CH2:19][CH2:18][CH:17]([C:20]([N:22]([CH3:30])[C@H:23]4[CH2:27][CH2:26][O:25][CH2:24]4)=[O:21])[CH2:16][CH2:15]3)=[CH:12][N:11]=[CH:10][N:9]=2)=[CH:4][CH:3]=1, predict the reactants needed to synthesize it. The reactants are: [F:1][C:2]1[CH:7]=[CH:6][C:5]([C:8]2[C:13]([N:14]3[CH2:19][CH2:18][CH:17]([C:20]([NH:22][C@H:23]4[CH2:27][CH2:26][O:25][CH2:24]4)=[O:21])[CH2:16][CH2:15]3)=[CH:12][N:11]=[CH:10][N:9]=2)=[CH:4][CH:3]=1.[H-].[Na+].[CH3:30]I.[Cl-].[NH4+]. (2) Given the product [CH:39]1([NH:42][C:32](=[O:33])[C:31]2[CH:35]=[CH:36][CH:37]=[CH:38][C:30]=2[S:27]([CH2:26][C:16]2[C:17]3[CH2:18][CH2:19][CH2:20][C:21](=[O:25])[C:22]=3[CH:23]=[CH:24][C:15]=2[O:14][C@@H:7]([C:8]2[CH:13]=[CH:12][CH:11]=[CH:10][CH:9]=2)[CH2:6][N:1]2[CH:5]=[CH:4][N:3]=[CH:2]2)(=[O:29])=[O:28])[CH2:41][CH2:40]1, predict the reactants needed to synthesize it. The reactants are: [N:1]1([CH2:6][C@@H:7]([O:14][C:15]2[CH:24]=[CH:23][C:22]3[C:21](=[O:25])[CH2:20][CH2:19][CH2:18][C:17]=3[C:16]=2[CH2:26][S:27]([C:30]2[CH:38]=[CH:37][CH:36]=[CH:35][C:31]=2[C:32](O)=[O:33])(=[O:29])=[O:28])[C:8]2[CH:13]=[CH:12][CH:11]=[CH:10][CH:9]=2)[CH:5]=[CH:4][N:3]=[CH:2]1.[CH:39]1([NH2:42])[CH2:41][CH2:40]1.